The task is: Predict which catalyst facilitates the given reaction.. This data is from Catalyst prediction with 721,799 reactions and 888 catalyst types from USPTO. (1) Reactant: F[P-](F)(F)(F)(F)F.[CH3:8][N:9](C)/[CH:10]=[C:11](\[C:16]([F:19])([F:18])[F:17])/[CH:12]=[N+:13](C)C.Cl.[Br:22][C:23]1[CH:28]=[C:27](C)[C:26](NN)=[C:25]([CH3:32])[CH:24]=1.C[O-].[Na+]. Product: [Br:22][C:23]1[CH:28]=[C:27]([CH3:26])[C:8]([N:9]2[CH:10]=[C:11]([C:16]([F:19])([F:18])[F:17])[CH:12]=[N:13]2)=[C:25]([CH3:32])[CH:24]=1. The catalyst class is: 7. (2) Reactant: N1C=CC=CN=1.N1C=CC=C1.[CH2:12]([C:16]1[N:17]=[C:18]([C:21]2[N:26]=N[C:24]([C:27]([N:29]3[CH2:34][CH2:33][N:32]([C:35]([O:37][C:38]([CH3:41])([CH3:40])[CH3:39])=[O:36])[CH2:31][CH2:30]3)=[O:28])=[CH:23][C:22]=2[CH2:42][C:43]2[C:52]3[C:47](=[CH:48][CH:49]=[CH:50][CH:51]=3)[CH:46]=[CH:45][CH:44]=2)[O:19][CH:20]=1)[CH:13]([CH3:15])[CH3:14]. The catalyst class is: 828. Product: [CH2:12]([C:16]1[N:17]=[C:18]([C:21]2[NH:26][C:24]([C:27]([N:29]3[CH2:34][CH2:33][N:32]([C:35]([O:37][C:38]([CH3:41])([CH3:40])[CH3:39])=[O:36])[CH2:31][CH2:30]3)=[O:28])=[CH:23][C:22]=2[CH2:42][C:43]2[C:52]3[C:47](=[CH:48][CH:49]=[CH:50][CH:51]=3)[CH:46]=[CH:45][CH:44]=2)[O:19][CH:20]=1)[CH:13]([CH3:14])[CH3:15]. (3) Reactant: Cl[C:2]1[CH:3]=[CH:4][C:5]2[CH2:11][CH2:10][CH2:9][CH2:8][N:7]([C:12]([O:14][C:15]([CH3:18])([CH3:17])[CH3:16])=[O:13])[C:6]=2[N:19]=1.[Cl:20][C:21]1[CH:22]=[C:23](B(O)O)[CH:24]=[CH:25][CH:26]=1.C([O-])([O-])=O.[Cs+].[Cs+]. Product: [Cl:20][C:21]1[CH:26]=[C:25]([C:2]2[CH:3]=[CH:4][C:5]3[CH2:11][CH2:10][CH2:9][CH2:8][N:7]([C:12]([O:14][C:15]([CH3:18])([CH3:17])[CH3:16])=[O:13])[C:6]=3[N:19]=2)[CH:24]=[CH:23][CH:22]=1. The catalyst class is: 117. (4) Reactant: [CH:1]1([C:4]2[C:5]([O:13][CH2:14][CH:15]3[CH2:17][CH2:16]3)=[CH:6][C:7]([C:10]([OH:12])=O)=[N:8][CH:9]=2)[CH2:3][CH2:2]1.O.[Cl-].COC1N=C(OC)N=C([N+]2(C)CCOCC2)N=1.[NH2:37][C:38]([CH2:43][CH3:44])([CH2:41][CH3:42])[CH2:39][OH:40]. Product: [CH:1]1([C:4]2[C:5]([O:13][CH2:14][CH:15]3[CH2:17][CH2:16]3)=[CH:6][C:7]([C:10]([NH:37][C:38]([CH2:39][OH:40])([CH2:43][CH3:44])[CH2:41][CH3:42])=[O:12])=[N:8][CH:9]=2)[CH2:2][CH2:3]1. The catalyst class is: 2. (5) Reactant: C([O:9][C:10]1[CH:15]=[CH:14][C:13]([C:16]2[C:25]([CH2:26][O:27][C:28]3[CH:33]=[C:32]([F:34])[CH:31]=[CH:30][C:29]=3[CH3:35])=[C:24]3[C:19]([NH:20][C:21]([CH3:39])([CH3:38])[C:22](=[O:37])[N:23]3[CH3:36])=[CH:18][CH:17]=2)=[C:12]([O:40][CH3:41])[CH:11]=1)(=O)C1C=CC=CC=1.[OH-].[Na+].O.Cl. Product: [F:34][C:32]1[CH:31]=[CH:30][C:29]([CH3:35])=[C:28]([CH:33]=1)[O:27][CH2:26][C:25]1[C:16]([C:13]2[CH:14]=[CH:15][C:10]([OH:9])=[CH:11][C:12]=2[O:40][CH3:41])=[CH:17][CH:18]=[C:19]2[C:24]=1[N:23]([CH3:36])[C:22](=[O:37])[C:21]([CH3:39])([CH3:38])[NH:20]2. The catalyst class is: 111. (6) Reactant: [CH3:1][C:2]1[CH:11]=[CH:10][C:5]([C:6](OC)=[O:7])=[CH:4][N:3]=1.[H-].[Al+3].[Li+].[H-].[H-].[H-]. Product: [CH3:1][C:2]1[N:3]=[CH:4][C:5]([CH2:6][OH:7])=[CH:10][CH:11]=1. The catalyst class is: 334. (7) Reactant: [CH3:1][O:2][CH2:3][CH2:4][C:5]1[S:9][C:8]([S:10]([NH2:13])(=[O:12])=[O:11])=[CH:7][C:6]=1[CH3:14].Cl[C:16](OC1C=CC=CC=1)=[O:17].C(N(CC)CC)C.[C:32]([Si:36]([CH3:51])([CH3:50])[O:37][CH2:38][CH2:39][NH:40][C:41]1[CH:46]=[C:45]([S:47][CH3:48])[CH:44]=[C:43]([NH2:49])[N:42]=1)([CH3:35])([CH3:34])[CH3:33]. Product: [C:32]([Si:36]([CH3:51])([CH3:50])[O:37][CH2:38][CH2:39][NH:40][C:41]1[N:42]=[C:43]([NH:49][C:16]([NH:13][S:10]([C:8]2[S:9][C:5]([CH2:4][CH2:3][O:2][CH3:1])=[C:6]([CH3:14])[CH:7]=2)(=[O:12])=[O:11])=[O:17])[CH:44]=[C:45]([S:47][CH3:48])[CH:46]=1)([CH3:35])([CH3:34])[CH3:33]. The catalyst class is: 10. (8) Product: [CH2:26]([O:25][C:23]([N:8]1[CH2:14][C:13]2[CH:15]=[C:16]([O:19][CH3:20])[CH:17]=[CH:18][C:12]=2[NH:11][C:10](=[O:21])[CH2:9]1)=[O:24])[C:27]1[CH:32]=[CH:31][CH:30]=[CH:29][CH:28]=1. The catalyst class is: 4. Reactant: C([N:8]1[CH2:14][C:13]2[CH:15]=[C:16]([O:19][CH3:20])[CH:17]=[CH:18][C:12]=2[NH:11][C:10](=[O:21])[CH2:9]1)C1C=CC=CC=1.Cl[C:23]([O:25][CH2:26][C:27]1[CH:32]=[CH:31][CH:30]=[CH:29][CH:28]=1)=[O:24]. (9) Reactant: Br[C:2]1[CH:3]=[C:4]2[C:9](=[CH:10][CH:11]=1)[C:8](=[O:12])[NH:7][C:6](=[O:13])/[C:5]/2=[CH:14]\[NH:15][C:16]1[CH:21]=[CH:20][C:19]([N:22]2[CH2:27][CH2:26][N:25]([CH3:28])[CH2:24][CH2:23]2)=[CH:18][CH:17]=1.[N+:29](C1C=C2C(=CC=1)C(=O)NC(=O)C2)([O-:31])=[O:30].CN1CCN(CC2C=CC(N)=CC=2)CC1.C(OCC)(OCC)OCC. Product: [N+:29]([C:2]1[CH:3]=[C:4]2[C:9](=[CH:10][CH:11]=1)[C:8](=[O:12])[NH:7][C:6](=[O:13])/[C:5]/2=[CH:14]\[NH:15][C:16]1[CH:21]=[CH:20][C:19]([N:22]2[CH2:27][CH2:26][N:25]([CH3:28])[CH2:24][CH2:23]2)=[CH:18][CH:17]=1)([O-:31])=[O:30]. The catalyst class is: 196. (10) Reactant: Br[CH:2]1[CH2:7][CH2:6][CH2:5][C:4](=O)[C:3]1=[O:9].[CH3:10][O:11][C:12]1[CH:13]=[C:14]([NH:24][C:25]([NH2:27])=[S:26])[CH:15]=[CH:16][C:17]=1[N:18]1[CH:22]=[N:21][C:20]([CH3:23])=[N:19]1. Product: [CH3:10][O:11][C:12]1[CH:13]=[C:14]([NH:24][C:25]2[S:26][C:7]3[CH2:6][CH2:5][CH2:4][C:3](=[O:9])[C:2]=3[N:27]=2)[CH:15]=[CH:16][C:17]=1[N:18]1[CH:22]=[N:21][C:20]([CH3:23])=[N:19]1. The catalyst class is: 653.